This data is from Forward reaction prediction with 1.9M reactions from USPTO patents (1976-2016). The task is: Predict the product of the given reaction. (1) The product is: [CH2:20]([O:19][C:17](=[O:18])[CH2:16][CH2:15][N:7]1[C:8]2[C:13](=[CH:12][CH:11]=[CH:10][CH:9]=2)[CH:14]=[C:6]1[C:4]([NH:3][C:2]1[S:22][C:24]([CH2:38][CH2:39][CH:40]2[CH2:41][CH2:42][CH2:43][CH2:44][CH2:45]2)=[C:25]([C:27]2[CH:32]=[C:31]([O:33][CH3:34])[C:30]([Cl:35])=[CH:29][C:28]=2[O:36][CH3:37])[N:1]=1)=[O:5])[CH3:21]. Given the reactants [NH2:1][C:2](=[S:22])[NH:3][C:4]([C:6]1[N:7]([CH2:15][CH2:16][C:17]([O:19][CH2:20][CH3:21])=[O:18])[C:8]2[C:13]([CH:14]=1)=[CH:12][CH:11]=[CH:10][CH:9]=2)=[O:5].Br[CH:24]([CH2:38][CH2:39][CH:40]1[CH2:45][CH2:44][CH2:43][CH2:42][CH2:41]1)[C:25]([C:27]1[CH:32]=[C:31]([O:33][CH3:34])[C:30]([Cl:35])=[CH:29][C:28]=1[O:36][CH3:37])=O, predict the reaction product. (2) Given the reactants C(N(CC)CC)C.[NH2:8][C:9]1[N:17]=[C:16]([CH3:18])[CH:15]=[CH:14][C:10]=1[C:11]([OH:13])=O.[F:19][C:20]([F:38])([F:37])[O:21][C:22]1[CH:27]=[CH:26][C:25]([O:28][C:29]2[CH:30]=[C:31]([CH:34]=[CH:35][CH:36]=2)[CH2:32][NH2:33])=[CH:24][CH:23]=1.CN([P+](ON1N=NC2C=CC=CC1=2)(N(C)C)N(C)C)C.F[P-](F)(F)(F)(F)F, predict the reaction product. The product is: [F:19][C:20]([F:37])([F:38])[O:21][C:22]1[CH:23]=[CH:24][C:25]([O:28][C:29]2[CH:30]=[C:31]([CH2:32][NH:33][C:11](=[O:13])[C:10]3[CH:14]=[CH:15][C:16]([CH3:18])=[N:17][C:9]=3[NH2:8])[CH:34]=[CH:35][CH:36]=2)=[CH:26][CH:27]=1. (3) Given the reactants Cl[C:2]([N:4]=[C:5]=[O:6])=[O:3].[CH:7]1([NH:13][CH:14]2[CH2:19][CH2:18][CH2:17][CH2:16][CH2:15]2)[CH2:12][CH2:11][CH2:10][CH2:9][CH2:8]1.C(N(CC)CC)C.[NH2:27][C:28]1[S:29][CH:30]=[CH:31][N:32]=1, predict the reaction product. The product is: [CH:14]1([N:13]([CH:7]2[CH2:8][CH2:9][CH2:10][CH2:11][CH2:12]2)[C:2]([NH:4][C:5]([NH:27][C:28]2[S:29][CH:30]=[CH:31][N:32]=2)=[O:6])=[O:3])[CH2:15][CH2:16][CH2:17][CH2:18][CH2:19]1. (4) Given the reactants I[C:2]1[CH:11]=[C:10]2[C:5]([C:6]([N:13]3[CH2:17][CH2:16][CH2:15][CH2:14]3)=[CH:7][C:8]([CH3:12])=[N:9]2)=[CH:4][CH:3]=1.C1C=CC(P(C2C(C3C(P(C4C=CC=CC=4)C4C=CC=CC=4)=CC=C4C=3C=CC=C4)=C3C(C=CC=C3)=CC=2)C2C=CC=CC=2)=CC=1.[NH2:64][CH2:65][CH:66]1[CH2:68][CH2:67]1, predict the reaction product. The product is: [CH:66]1([CH2:65][NH:64][C:2]2[CH:11]=[C:10]3[C:5]([C:6]([N:13]4[CH2:17][CH2:16][CH2:15][CH2:14]4)=[CH:7][C:8]([CH3:12])=[N:9]3)=[CH:4][CH:3]=2)[CH2:68][CH2:67]1. (5) Given the reactants C[O:2][C:3](=[O:24])[C@@H:4]([C:13]1[CH:18]=[CH:17][C:16]([S:19]([CH3:22])(=[O:21])=[O:20])=[C:15]([Cl:23])[CH:14]=1)[CH2:5][C@H:6]1[CH2:10][CH2:9][C:8]([F:12])([F:11])[CH2:7]1.O.[OH-].[Li+], predict the reaction product. The product is: [Cl:23][C:15]1[CH:14]=[C:13]([CH:4]([CH2:5][C@H:6]2[CH2:10][CH2:9][C:8]([F:12])([F:11])[CH2:7]2)[C:3]([OH:24])=[O:2])[CH:18]=[CH:17][C:16]=1[S:19]([CH3:22])(=[O:20])=[O:21]. (6) Given the reactants [OH-].[Li+].[Cl:3][C:4]1[CH:9]=[CH:8][C:7]([C:10]([NH:12][C@H:13]([C:19]([O:21]C)=[O:20])[CH2:14][C:15]([O:17]C)=[O:16])=[O:11])=[C:6]([NH:23][C:24]([NH:26][C:27]2[C:32]([CH3:33])=[CH:31][CH:30]=[CH:29][C:28]=2[CH3:34])=[O:25])[CH:5]=1.CO.Cl, predict the reaction product. The product is: [Cl:3][C:4]1[CH:9]=[CH:8][C:7]([C:10]([NH:12][C@H:13]([C:19]([OH:21])=[O:20])[CH2:14][C:15]([OH:17])=[O:16])=[O:11])=[C:6]([NH:23][C:24]([NH:26][C:27]2[C:28]([CH3:34])=[CH:29][CH:30]=[CH:31][C:32]=2[CH3:33])=[O:25])[CH:5]=1. (7) Given the reactants [C:1]([O:5][C:6]([NH:8][C@H:9]1[CH2:14][CH2:13][CH2:12][CH2:11][C@H:10]1[NH:15][C:16]1[N:21]=[C:20](Cl)[C:19]2[C:23](=[O:33])[N:24]([C:26]([O:28][C:29]([CH3:32])([CH3:31])[CH3:30])=[O:27])[CH2:25][C:18]=2[C:17]=1[F:34])=[O:7])([CH3:4])([CH3:3])[CH3:2].CC1(C)C(C)(C)OB([C:43]#[C:44][C:45]2[CH:50]=[CH:49][CH:48]=[CH:47][CH:46]=2)O1.C(=O)([O-])[O-].[Na+].[Na+], predict the reaction product. The product is: [C:1]([O:5][C:6]([NH:8][C@H:9]1[CH2:14][CH2:13][CH2:12][CH2:11][C@H:10]1[NH:15][C:16]1[N:21]=[C:20]([C:43]#[C:44][C:45]2[CH:50]=[CH:49][CH:48]=[CH:47][CH:46]=2)[C:19]2[C:23](=[O:33])[N:24]([C:26]([O:28][C:29]([CH3:32])([CH3:31])[CH3:30])=[O:27])[CH2:25][C:18]=2[C:17]=1[F:34])=[O:7])([CH3:4])([CH3:3])[CH3:2]. (8) Given the reactants [O:1]=[C:2]1[CH2:7][CH2:6][N:5]([C:8]([O:10][C:11]([CH3:14])([CH3:13])[CH3:12])=[O:9])[CH2:4][CH2:3]1.[Li+].C[Si]([N-][Si](C)(C)C)(C)C.N1([C:30]([C:32]2([C:35]([F:38])([F:37])[F:36])[CH2:34][CH2:33]2)=[O:31])C=CN=C1, predict the reaction product. The product is: [O:1]=[C:2]1[CH2:3][CH2:4][N:5]([C:8]([O:10][C:11]([CH3:14])([CH3:13])[CH3:12])=[O:9])[CH2:6][CH:7]1[C:30]([C:32]1([C:35]([F:38])([F:37])[F:36])[CH2:34][CH2:33]1)=[O:31].